Dataset: Reaction yield outcomes from USPTO patents with 853,638 reactions. Task: Predict the reaction yield, written as a fraction of the theoretical maximum amount of product (1.0 means a 100% yield; for example, 0.34 means a 34% yield). (1) The reactants are CSC.B.[Br:5][C:6]1[CH:14]=[CH:13][C:9]([C:10](O)=[O:11])=[C:8]([CH3:15])[CH:7]=1. The catalyst is O1CCCC1. The product is [Br:5][C:6]1[CH:14]=[CH:13][C:9]([CH2:10][OH:11])=[C:8]([CH3:15])[CH:7]=1. The yield is 0.912. (2) The product is [CH2:9]([O:11][C:1](=[NH:2])[CH2:3][C:4]([O:6][CH2:7][CH3:8])=[O:5])[CH3:10]. The catalyst is C1C=CC=CC=1. The reactants are [C:1]([CH2:3][C:4]([O:6][CH2:7][CH3:8])=[O:5])#[N:2].[CH2:9]([OH:11])[CH3:10]. The yield is 0.900. (3) The reactants are C[C@@H](PC)[C]1[C](P(C2C3C(=CC=CC=3)C=CC=2)C2C3C(=CC=CC=3)C=CC=2)[CH][CH][CH]1.[CH2:31]([C:38]1[C:47]2[C:42](=[CH:43][C:44]([F:50])=[C:45]([O:48][CH3:49])[CH:46]=2)[CH2:41][CH2:40][C:39]=1[NH:51][C:52](=[O:55])[CH2:53][CH3:54])[C:32]1[CH:37]=[CH:36][CH:35]=[CH:34][CH:33]=1.[H][H]. The catalyst is [Rh+].ClC1CCCCC=CC=1.CO. The product is [CH2:31]([C@@H:38]1[C:47]2[C:42](=[CH:43][C:44]([F:50])=[C:45]([O:48][CH3:49])[CH:46]=2)[CH2:41][CH2:40][C@@H:39]1[NH:51][C:52](=[O:55])[CH2:53][CH3:54])[C:32]1[CH:37]=[CH:36][CH:35]=[CH:34][CH:33]=1. The yield is 0.920. (4) The reactants are C([O:4][C@@H:5]1[C@@H:10]([O:11]C(=O)C)[C@H:9]([O:15]C(=O)C)[C@@H:8]([O:19][CH3:20])[O:7][C@H:6]1[C:21]1[CH:26]=[CH:25][C:24]([Cl:27])=[C:23]([CH2:28][C:29]2[CH:38]=[CH:37][C:32]3[O:33][CH2:34][CH2:35][O:36][C:31]=3[CH:30]=2)[CH:22]=1)(=O)C.C[O-].[Na+]. The catalyst is CO. The product is [Cl:27][C:24]1[CH:25]=[CH:26][C:21]([C@H:6]2[C@H:5]([OH:4])[C@@H:10]([OH:11])[C@H:9]([OH:15])[C@@H:8]([O:19][CH3:20])[O:7]2)=[CH:22][C:23]=1[CH2:28][C:29]1[CH:38]=[CH:37][C:32]2[O:33][CH2:34][CH2:35][O:36][C:31]=2[CH:30]=1. The yield is 0.620. (5) The reactants are [CH3:1][N:2]([CH3:15])[C:3](=O)[CH2:4][CH2:5][C:6]1[NH:7][CH:8]=[C:9]([CH2:11][CH2:12][CH3:13])[CH:10]=1.[H-].[H-].[H-].[H-].[Li+].[Al+3]. The catalyst is C1COCC1. The product is [CH3:15][N:2]([CH3:1])[CH2:3][CH2:4][CH2:5][C:6]1[NH:7][CH:8]=[C:9]([CH2:11][CH2:12][CH3:13])[CH:10]=1. The yield is 0.980. (6) The reactants are [CH3:1][S:2](Cl)(=[O:4])=[O:3].[CH3:6][O:7][C:8]1[CH:49]=[CH:48][C:11]([CH2:12][N:13]([CH2:39][C:40]2[CH:45]=[CH:44][C:43]([O:46][CH3:47])=[CH:42][CH:41]=2)[C:14]2[N:19]=[C:18]([CH3:20])[N:17]=[C:16]([C:21]3[CH:22]=[C:23]([CH:36]([OH:38])[CH3:37])[CH:24]=[N:25][C:26]=3[NH:27][C:28]3[CH:29]=[N:30][C:31]([O:34][CH3:35])=[CH:32][CH:33]=3)[N:15]=2)=[CH:10][CH:9]=1.C(N(CC)CC)C. The catalyst is C(Cl)Cl. The product is [CH3:1][S:2]([O:38][CH:36]([C:23]1[CH:24]=[N:25][C:26]([NH:27][C:28]2[CH:29]=[N:30][C:31]([O:34][CH3:35])=[CH:32][CH:33]=2)=[C:21]([C:16]2[N:15]=[C:14]([N:13]([CH2:12][C:11]3[CH:10]=[CH:9][C:8]([O:7][CH3:6])=[CH:49][CH:48]=3)[CH2:39][C:40]3[CH:41]=[CH:42][C:43]([O:46][CH3:47])=[CH:44][CH:45]=3)[N:19]=[C:18]([CH3:20])[N:17]=2)[CH:22]=1)[CH3:37])(=[O:4])=[O:3]. The yield is 0.950. (7) The reactants are [OH:1][C:2]1[CH:7]=[C:6]([CH3:8])[NH:5][C:4](=[O:9])[C:3]=1[C:10]#[N:11].N.[CH3:13]O. The catalyst is [Ni]. The product is [NH2:11][CH2:10][C:3]1[C:4](=[O:9])[NH:5][C:6]([CH3:8])=[CH:7][C:2]=1[O:1][CH3:13]. The yield is 0.977. (8) The reactants are [NH2:1][C:2]1[N:7]=[CH:6][N:5]=[C:4]([NH:8][C@H:9]([C:11]2[N:16]([C:17]3[CH:22]=[CH:21][CH:20]=[CH:19][CH:18]=3)[C:15](=[O:23])[C:14]3=[C:24]([CH3:27])[CH:25]=[CH:26][N:13]3[N:12]=2)[CH3:10])[C:3]=1I.[OH:29][C:30]1[CH:31]=[C:32]([CH:37]=[C:38](B2OC(C)(C)C(C)(C)O2)[CH:39]=1)[C:33]([O:35][CH3:36])=[O:34].C(=O)([O-])[O-].[Na+].[Na+]. The catalyst is O1CCOCC1. The product is [NH2:1][C:2]1[C:3]([C:38]2[CH:37]=[C:32]([CH:31]=[C:30]([OH:29])[CH:39]=2)[C:33]([O:35][CH3:36])=[O:34])=[C:4]([NH:8][C@H:9]([C:11]2[N:16]([C:17]3[CH:22]=[CH:21][CH:20]=[CH:19][CH:18]=3)[C:15](=[O:23])[C:14]3=[C:24]([CH3:27])[CH:25]=[CH:26][N:13]3[N:12]=2)[CH3:10])[N:5]=[CH:6][N:7]=1. The yield is 0.420. (9) The reactants are CC(OC(/N=N/C(OC(C)C)=O)=O)C.[Br:15][C:16]1[C:25]2[N:26]=[C:27]([C:29]3[CH:34]=[CH:33][C:32]([CH3:35])=[C:31]([N+:36]([O-:38])=[O:37])[CH:30]=3)[NH:28][C:24]=2[C:23]2[C:22](=[O:39])[NH:21][C:20](=[O:40])[C:19]([CH3:42])([CH3:41])[C:18]=2[CH:17]=1.[CH3:43][O:44][C:45]1[CH:46]=[C:47]([CH2:53][CH2:54][N:55]([CH2:63][CH2:64][CH2:65]O)[C:56](=[O:62])[O:57][C:58]([CH3:61])([CH3:60])[CH3:59])[CH:48]=[CH:49][C:50]=1[O:51][CH3:52].C1C=CC(P(C2C=CC=CC=2)C2C=CC=CC=2)=CC=1. The catalyst is C1COCC1.C(Cl)Cl.CC(C)=O. The product is [Br:15][C:16]1[C:25]2[N:26]=[C:27]([C:29]3[CH:34]=[CH:33][C:32]([CH3:35])=[C:31]([N+:36]([O-:38])=[O:37])[CH:30]=3)[NH:28][C:24]=2[C:23]2[C:22](=[O:39])[N:21]([CH2:65][CH2:64][CH2:63][N:55]([CH2:54][CH2:53][C:47]3[CH:48]=[CH:49][C:50]([O:51][CH3:52])=[C:45]([O:44][CH3:43])[CH:46]=3)[C:56](=[O:62])[O:57][C:58]([CH3:60])([CH3:61])[CH3:59])[C:20](=[O:40])[C:19]([CH3:42])([CH3:41])[C:18]=2[CH:17]=1. The yield is 0.350.